This data is from Forward reaction prediction with 1.9M reactions from USPTO patents (1976-2016). The task is: Predict the product of the given reaction. (1) Given the reactants [CH3:1][C@@H:2]1[CH2:6][CH2:5][S:4](=[O:8])(=[O:7])[N:3]1[CH2:9][C:10]1[CH:19]=[CH:18][C:13]([C:14]([O:16]C)=O)=[CH:12][CH:11]=1.[CH:20]1([C:23]2[CH:24]=[C:25]([CH3:35])[C:26]([N:29]3[CH2:34][CH2:33][NH:32][CH2:31][CH2:30]3)=[N:27][CH:28]=2)[CH2:22][CH2:21]1, predict the reaction product. The product is: [CH:20]1([C:23]2[CH:24]=[C:25]([CH3:35])[C:26]([N:29]3[CH2:30][CH2:31][N:32]([C:14]([C:13]4[CH:12]=[CH:11][C:10]([CH2:9][N:3]5[C@H:2]([CH3:1])[CH2:6][CH2:5][S:4]5(=[O:7])=[O:8])=[CH:19][CH:18]=4)=[O:16])[CH2:33][CH2:34]3)=[N:27][CH:28]=2)[CH2:22][CH2:21]1. (2) Given the reactants Cl[C:2]1[N:9]=[C:8]([CH3:10])[CH:7]=[C:6]([O:11][CH2:12][C:13]2[CH:18]=[CH:17][C:16]([O:19][CH3:20])=[CH:15][CH:14]=2)[C:3]=1[C:4]#[N:5].C[CH2:22][N:23](C(C)C)C(C)C.CN.CC1C=C(NC)C(C#N)=C(NC)N=1, predict the reaction product. The product is: [CH3:20][O:19][C:16]1[CH:17]=[CH:18][C:13]([CH2:12][O:11][C:6]2[C:3]([C:4]#[N:5])=[C:2]([NH:23][CH3:22])[N:9]=[C:8]([CH3:10])[CH:7]=2)=[CH:14][CH:15]=1. (3) Given the reactants [NH:1]1[CH:5]=[CH:4][C:3]([N:6]2[C:14](=[O:15])[C:13]3[C:8](=[CH:9][CH:10]=[CH:11][CH:12]=3)[C:7]2=[O:16])=[N:2]1.C(=O)([O-])[O-].[K+].[K+].Br[CH2:24][C:25]1[CH:30]=[CH:29][C:28]([Cl:31])=[CH:27][C:26]=1[C:32]([F:35])([F:34])[F:33], predict the reaction product. The product is: [Cl:31][C:28]1[CH:29]=[CH:30][C:25]([CH2:24][N:1]2[CH:5]=[CH:4][C:3]([N:6]3[C:14](=[O:15])[C:13]4[C:8](=[CH:9][CH:10]=[CH:11][CH:12]=4)[C:7]3=[O:16])=[N:2]2)=[C:26]([C:32]([F:33])([F:34])[F:35])[CH:27]=1. (4) The product is: [N:48]12[CH2:53][CH2:52][CH:51]([CH2:50][CH2:49]1)[C@H:46]([NH:45][C:17]([C:13]1[CH:14]=[CH:15][CH:16]=[C:10]3[O:9][C:8]([C:5]4[CH:6]=[CH:7][C:2]([Cl:1])=[CH:3][C:4]=4[CH3:20])=[N:12][C:11]=13)=[O:19])[CH2:47]2. Given the reactants [Cl:1][C:2]1[CH:7]=[CH:6][C:5]([C:8]2[O:9][C:10]3[C:11](=[C:13]([C:17]([OH:19])=O)[CH:14]=[CH:15][CH:16]=3)[N:12]=2)=[C:4]([CH3:20])[CH:3]=1.Cl.C(N=C=NCCCN(C)C)C.ON1C2C=CC=CC=2N=N1.Cl.Cl.[NH2:45][C@H:46]1[CH:51]2[CH2:52][CH2:53][N:48]([CH2:49][CH2:50]2)[CH2:47]1.C(N(CC)CC)C, predict the reaction product. (5) Given the reactants C([O:3][C:4](=[O:46])[C@H:5]([OH:45])[CH2:6][NH:7][C:8](=[O:44])[C:9]1[CH:14]=[CH:13][C:12]([CH:15]([NH:28][C:29]([NH:31][C:32]2[CH:37]=[C:36]([C:38]([F:41])([F:40])[F:39])[CH:35]=[C:34]([O:42][CH3:43])[CH:33]=2)=[O:30])[C:16]2[CH:21]=[CH:20][C:19]([CH:22]3[CH2:27][CH2:26][CH2:25][CH2:24][CH2:23]3)=[CH:18][CH:17]=2)=[CH:11][CH:10]=1)C.[OH-].[Na+], predict the reaction product. The product is: [CH:22]1([C:19]2[CH:18]=[CH:17][C:16]([CH:15]([NH:28][C:29]([NH:31][C:32]3[CH:37]=[C:36]([C:38]([F:40])([F:41])[F:39])[CH:35]=[C:34]([O:42][CH3:43])[CH:33]=3)=[O:30])[C:12]3[CH:13]=[CH:14][C:9]([C:8]([NH:7][CH2:6][C@@H:5]([OH:45])[C:4]([OH:46])=[O:3])=[O:44])=[CH:10][CH:11]=3)=[CH:21][CH:20]=2)[CH2:27][CH2:26][CH2:25][CH2:24][CH2:23]1. (6) Given the reactants [Cl:1][C:2]1[NH:7][C:6](=[O:8])[N:5]([CH3:9])[C:4](=[O:10])[CH:3]=1.C(=O)([O-])[O-].[K+].[K+].[CH2:17](I)[C:18]([CH3:21])([CH3:20])[CH3:19].O, predict the reaction product. The product is: [Cl:1][C:2]1[N:7]([CH2:17][C:18]([CH3:21])([CH3:20])[CH3:19])[C:6](=[O:8])[N:5]([CH3:9])[C:4](=[O:10])[CH:3]=1. (7) Given the reactants [N+:1]([C:4]1[CH:5]=[C:6]([CH:8]=[CH:9][CH:10]=1)[NH2:7])([O-:3])=[O:2].[Cl:11][C:12]1(Cl)[CH2:17][O:16][CH2:15][CH2:14][O:13]1, predict the reaction product. The product is: [Cl:11][CH2:12][CH2:17][O:16][CH2:15][C:14]([NH:7][C:6]1[CH:8]=[CH:9][CH:10]=[C:4]([N+:1]([O-:3])=[O:2])[CH:5]=1)=[O:13]. (8) Given the reactants [OH-].[Na+].C([O:5][C:6](=[O:39])[C:7]([O:31][C:32]1[CH:37]=[CH:36][CH:35]=[C:34]([Br:38])[CH:33]=1)([CH3:30])[CH2:8][C:9]1[CH:14]=[CH:13][C:12]([O:15][CH2:16][CH2:17][C:18]2[N:19]=[C:20]([CH:24]3[CH2:29][CH2:28][CH2:27][CH2:26][CH2:25]3)[O:21][C:22]=2[CH3:23])=[CH:11][CH:10]=1)C.C(OC(=O)C(C)(OC1C=CC=CC=1)CC1C=CC(OCCC2N=C(C3CCCCC3)OC=2C)=CC=1)C, predict the reaction product. The product is: [Br:38][C:34]1[CH:33]=[C:32]([CH:37]=[CH:36][CH:35]=1)[O:31][C:7]([CH3:30])([CH2:8][C:9]1[CH:14]=[CH:13][C:12]([O:15][CH2:16][CH2:17][C:18]2[N:19]=[C:20]([CH:24]3[CH2:29][CH2:28][CH2:27][CH2:26][CH2:25]3)[O:21][C:22]=2[CH3:23])=[CH:11][CH:10]=1)[C:6]([OH:39])=[O:5].